From a dataset of CYP2C19 inhibition data for predicting drug metabolism from PubChem BioAssay. Regression/Classification. Given a drug SMILES string, predict its absorption, distribution, metabolism, or excretion properties. Task type varies by dataset: regression for continuous measurements (e.g., permeability, clearance, half-life) or binary classification for categorical outcomes (e.g., BBB penetration, CYP inhibition). Dataset: cyp2c19_veith. (1) The compound is COc1ccccc1C(=O)NN1C(=O)C2C3C=CC(O3)C2C1=O. The result is 0 (non-inhibitor). (2) The molecule is O=C(O)CC[C@]1(C(=O)O)CCC(=O)c2ccccc21. The result is 0 (non-inhibitor).